From a dataset of Forward reaction prediction with 1.9M reactions from USPTO patents (1976-2016). Predict the product of the given reaction. (1) Given the reactants [CH:1]1[C:6]([C:7]([NH:9][NH2:10])=[O:8])=[CH:5][CH:4]=[N:3][CH:2]=1.[CH3:11][C:12]1[C:17]2[O:18][C@:19]3([CH3:70])[O:22][CH:23]=[CH:24][C@H:25]([O:68][CH3:69])[C@@H:26]([CH3:67])[C@@H:27]([O:63][C:64]([CH3:66])=[O:65])[C@H:28]([CH3:62])[C@H:29]([OH:61])[C@H:30]([CH3:60])[C@@H:31]([OH:59])[C@@H:32]([CH3:58])[CH:33]=[CH:34][CH:35]=[C:36]([CH3:57])[C:37]([NH:39][C:40]4[C:55](=[O:56])[C:14](=[C:15]([C:42]5=[N:43][C:44]6([CH2:50][CH2:49][N:48]([CH2:51][CH:52]([CH3:54])[CH3:53])[CH2:47][CH2:46]6)[NH:45][C:41]=45)[C:16]=2[C:20]3=[O:21])[C:13]=1[OH:71])=[O:38], predict the reaction product. The product is: [CH3:11][C:12]1[C:17]2[O:18][C@:19]3([CH3:70])[O:22][CH:23]=[CH:24][C@H:25]([O:68][CH3:69])[C@@H:26]([CH3:67])[C@@H:27]([O:63][C:64]([CH3:66])=[O:65])[C@H:28]([CH3:62])[C@H:29]([OH:61])[C@H:30]([CH3:60])[C@@H:31]([OH:59])[C@@H:32]([CH3:58])[CH:33]=[CH:34][CH:35]=[C:36]([CH3:57])[C:37]([NH:39][C:40]4[C:55](=[O:56])[C:14](=[C:15]([C:42]5=[N:43][C:44]6([CH2:50][CH2:49][N:48]([CH2:51][CH:52]([CH3:53])[CH3:54])[CH2:47][CH2:46]6)[NH:45][C:41]=45)[C:16]=2[C:20]3=[O:21])[C:13]=1[OH:71])=[O:38].[CH:1]1[C:6]([C:7]([NH:9][NH2:10])=[O:8])=[CH:5][CH:4]=[N:3][CH:2]=1. (2) Given the reactants [C:1]([O:5][C:6]([N:8]1[C:16]2[C:11](=[CH:12][CH:13]=[C:14](Br)[CH:15]=2)[CH:10]=[C:9]1[C:18]1[CH:23]=[C:22]([C:24]2[CH:29]=[CH:28][N:27]=[CH:26][CH:25]=2)[N:21]=[N:20][C:19]=1[O:30][CH3:31])=[O:7])([CH3:4])([CH3:3])[CH3:2].[CH3:32][NH:33][S:34]([C:37]1[CH:42]=[CH:41][C:40]([CH3:43])=[CH:39][CH:38]=1)(=[O:36])=[O:35].C(=O)([O-])[O-].[Cs+].[Cs+].CC1(C)C2C(=C(P(C3C=CC=CC=3)C3C=CC=CC=3)C=CC=2)OC2C(P(C3C=CC=CC=3)C3C=CC=CC=3)=CC=CC1=2, predict the reaction product. The product is: [C:1]([O:5][C:6]([N:8]1[C:16]2[C:11](=[CH:12][CH:13]=[C:14]([N:33]([CH3:32])[S:34]([C:37]3[CH:42]=[CH:41][C:40]([CH3:43])=[CH:39][CH:38]=3)(=[O:36])=[O:35])[CH:15]=2)[CH:10]=[C:9]1[C:18]1[CH:23]=[C:22]([C:24]2[CH:29]=[CH:28][N:27]=[CH:26][CH:25]=2)[N:21]=[N:20][C:19]=1[O:30][CH3:31])=[O:7])([CH3:4])([CH3:3])[CH3:2]. (3) Given the reactants [CH2:1]([O:8][C:9]1[CH:14]=[CH:13][C:12]([F:15])=[C:11]([F:16])[C:10]=1[CH2:17][CH2:18][I:19])[C:2]1[CH:7]=[CH:6][CH:5]=[CH:4][CH:3]=1.[CH:20]1[CH:25]=[CH:24][C:23]([P:26]([C:33]2[CH:38]=[CH:37][CH:36]=[CH:35][CH:34]=2)[C:27]2[CH:32]=[CH:31][CH:30]=[CH:29][CH:28]=2)=[CH:22][CH:21]=1, predict the reaction product. The product is: [I-:19].[CH2:1]([O:8][C:9]1[C:10]([CH2:17][CH2:18][P+:26]([C:27]2[CH:28]=[CH:29][CH:30]=[CH:31][CH:32]=2)([C:33]2[CH:38]=[CH:37][CH:36]=[CH:35][CH:34]=2)[C:23]2[CH:22]=[CH:21][CH:20]=[CH:25][CH:24]=2)=[C:11]([F:16])[C:12]([F:15])=[CH:13][CH:14]=1)[C:2]1[CH:7]=[CH:6][CH:5]=[CH:4][CH:3]=1. (4) Given the reactants [C:1]([C:5]1[S:35][C:8]2[C:9](=[O:34])[N:10]([CH2:12][C:13]3[CH:18]=[CH:17][C:16]([C:19]4[CH:24]=[C:23]([C:25]5[CH:26]=[N:27][N:28]([CH3:30])[CH:29]=5)[N:22]=[C:21]([O:31]C)[CH:20]=4)=[CH:15][C:14]=3[F:33])[CH2:11][C:7]=2[CH:6]=1)([CH3:4])([CH3:3])[CH3:2].C[Si](Cl)(C)C.[Na+].[I-].[O-]S([O-])(=S)=O.[Na+].[Na+].C([O-])(O)=O.[Na+], predict the reaction product. The product is: [C:1]([C:5]1[S:35][C:8]2[C:9](=[O:34])[N:10]([CH2:12][C:13]3[CH:18]=[CH:17][C:16]([C:19]4[CH:24]=[C:23]([C:25]5[CH:26]=[N:27][N:28]([CH3:30])[CH:29]=5)[NH:22][C:21](=[O:31])[CH:20]=4)=[CH:15][C:14]=3[F:33])[CH2:11][C:7]=2[CH:6]=1)([CH3:4])([CH3:2])[CH3:3]. (5) Given the reactants [CH:1]1[CH:10]=[N:9][C:8]2[C:3](=[C:4]([N+:12]([O-:14])=[O:13])[CH:5]=[CH:6][C:7]=2[OH:11])[CH:2]=1.[OH:15][CH2:16][CH2:17][N:18]1[CH2:23][CH2:22][O:21][CH2:20][CH2:19]1, predict the reaction product. The product is: [CH:1]1[CH:10]=[N:9][C:8]2[C:3](=[C:4]([N+:12]([O-:14])=[O:13])[CH:5]=[CH:6][C:7]=2[OH:11])[CH:2]=1.[OH:15][CH2:16][CH2:17][N:18]1[CH2:23][CH2:22][O:21][CH2:20][CH2:19]1. (6) Given the reactants CC1(C)CCC(C)(C)C2C=C(O)C(C(O)=O)=CC1=2.[CH3:19][C:20]1([CH3:37])[CH2:29][CH2:28][C:27]([CH3:31])([CH3:30])[C:26]2[C:25]([Br:32])=[C:24]([OH:33])[C:23]([C:34]([OH:36])=[O:35])=[CH:22][C:21]1=2.[CH3:38][O:39][CH2:40]Cl, predict the reaction product. The product is: [CH3:19][C:20]1([CH3:37])[CH2:29][CH2:28][C:27]([CH3:30])([CH3:31])[C:26]2[C:25]([Br:32])=[C:24]([O:33][CH2:38][O:39][CH3:40])[C:23]([C:34]([OH:36])=[O:35])=[CH:22][C:21]1=2. (7) Given the reactants [N+:1]([C:4]1[N:5]=[C:6]([S:9][C:10]2[CH:15]=[CH:14][C:13]([N+:16]([O-:18])=[O:17])=[CH:12][CH:11]=2)[NH:7][CH:8]=1)([O-:3])=[O:2].[CH3:19]N(C)C=O.C(=O)([O-])[O-].[K+].[K+].[F-].[Cs+].[C:32]([O:35][CH2:36][CH3:37])(=O)C, predict the reaction product. The product is: [CH3:19][C@@:36]1([CH2:37][N:7]2[CH:8]=[C:4]([N+:1]([O-:3])=[O:2])[N:5]=[C:6]2[S:9][C:10]2[CH:11]=[CH:12][C:13]([N+:16]([O-:18])=[O:17])=[CH:14][CH:15]=2)[CH2:32][O:35]1. (8) Given the reactants Br[C:2]1[CH:3]=[C:4]([CH:17]=[CH:18][C:19]=1[F:20])[CH2:5][C:6]1[C:15]2[C:10](=[CH:11][CH:12]=[CH:13][CH:14]=2)[C:9](=[O:16])[NH:8][N:7]=1.[C:21]([C:24]1[CH:29]=[CH:28][C:27](B(O)O)=[CH:26][CH:25]=1)([OH:23])=[O:22].C(=O)([O-])[O-].[K+].[K+], predict the reaction product. The product is: [F:20][C:19]1[CH:18]=[CH:17][C:4]([CH2:5][C:6]2[C:15]3[C:10](=[CH:11][CH:12]=[CH:13][CH:14]=3)[C:9](=[O:16])[NH:8][N:7]=2)=[CH:3][C:2]=1[C:27]1[CH:28]=[CH:29][C:24]([C:21]([OH:23])=[O:22])=[CH:25][CH:26]=1. (9) Given the reactants [OH:1][C:2]1[CH:7]=[C:6]([CH3:8])[NH:5][C:4](=[O:9])[C:3]=1[C:10]#[N:11].[CH3:12]C([O-])(C)C.[K+].CI, predict the reaction product. The product is: [CH3:12][O:1][C:2]1[CH:7]=[C:6]([CH3:8])[NH:5][C:4](=[O:9])[C:3]=1[C:10]#[N:11]. (10) The product is: [CH:14]1([C:17]2[C:18]([C:19]([O:21][CH3:22])=[O:20])=[CH:10][NH:11][CH:12]=2)[CH2:16][CH2:15]1. Given the reactants C1(C)C=CC(S([CH2:10][N+:11]#[C-:12])(=O)=O)=CC=1.[CH:14]1([CH:17]=[CH:18][C:19]([O:21][CH3:22])=[O:20])[CH2:16][CH2:15]1.[H-].[Na+], predict the reaction product.